The task is: Regression. Given two drug SMILES strings and cell line genomic features, predict the synergy score measuring deviation from expected non-interaction effect.. This data is from NCI-60 drug combinations with 297,098 pairs across 59 cell lines. (1) Drug 2: CC1=C2C(C(=O)C3(C(CC4C(C3C(C(C2(C)C)(CC1OC(=O)C(C(C5=CC=CC=C5)NC(=O)OC(C)(C)C)O)O)OC(=O)C6=CC=CC=C6)(CO4)OC(=O)C)O)C)O. Synergy scores: CSS=-8.12, Synergy_ZIP=11.1, Synergy_Bliss=7.80, Synergy_Loewe=-25.4, Synergy_HSA=-21.2. Cell line: M14. Drug 1: CC1=C(C=C(C=C1)C(=O)NC2=CC(=CC(=C2)C(F)(F)F)N3C=C(N=C3)C)NC4=NC=CC(=N4)C5=CN=CC=C5. (2) Drug 1: CN(CCCl)CCCl.Cl. Drug 2: C(CN)CNCCSP(=O)(O)O. Cell line: COLO 205. Synergy scores: CSS=42.5, Synergy_ZIP=16.3, Synergy_Bliss=14.5, Synergy_Loewe=-23.1, Synergy_HSA=13.0. (3) Drug 1: CCN(CC)CCNC(=O)C1=C(NC(=C1C)C=C2C3=C(C=CC(=C3)F)NC2=O)C. Drug 2: CNC(=O)C1=NC=CC(=C1)OC2=CC=C(C=C2)NC(=O)NC3=CC(=C(C=C3)Cl)C(F)(F)F. Cell line: K-562. Synergy scores: CSS=-19.2, Synergy_ZIP=10.0, Synergy_Bliss=-5.53, Synergy_Loewe=-15.0, Synergy_HSA=-17.8. (4) Cell line: SK-MEL-5. Drug 1: C1=CC=C(C=C1)NC(=O)CCCCCCC(=O)NO. Drug 2: COCCOC1=C(C=C2C(=C1)C(=NC=N2)NC3=CC=CC(=C3)C#C)OCCOC.Cl. Synergy scores: CSS=26.0, Synergy_ZIP=1.60, Synergy_Bliss=6.15, Synergy_Loewe=-2.46, Synergy_HSA=6.29.